Dataset: Forward reaction prediction with 1.9M reactions from USPTO patents (1976-2016). Task: Predict the product of the given reaction. (1) The product is: [C:25]12[CH:26]=[N:27][CH:28]=[N:29][C:30]=1[S:31][C:32]1[CH2:33][CH2:34][CH2:23][C:24]2=1. Given the reactants O1C2(CCC(O)CC2)OCC1.[H-].[Na+].[Si](OC[C@H:23]1[CH2:34][CH2:33][C:32]2[S:31][C:30]3[N:29]=[CH:28][N:27]=[C:26](Cl)[C:25]=3[C:24]1=2)(C(C)(C)C)(C)C, predict the reaction product. (2) Given the reactants Cl.[NH2:2][C:3]1[CH:4]=[C:5]2[C:10](=[CH:11][CH:12]=1)[N:9]=[C:8]([OH:13])[C:7]([OH:14])=[N:6]2.N([O-])=O.[Na+].[N-:19]=[N+:20]=[N-].[Na+], predict the reaction product. The product is: [N:2]([C:3]1[CH:4]=[C:5]2[C:10](=[CH:11][CH:12]=1)[N:9]=[C:8]([OH:13])[C:7]([OH:14])=[N:6]2)=[N+:19]=[N-:20]. (3) Given the reactants [C:1]([CH:11]([CH:27]1[NH:32][CH2:31][CH2:30][NH:29][CH2:28]1)[N:12]([NH:19][C:20]1[CH:25]=[CH:24][CH:23]=[CH:22][C:21]=1[CH3:26])[C:13]([CH:15]1[CH2:18][CH2:17][CH2:16]1)=[O:14])(OCC1C=CC=CC=1)=O.C(Br)[CH2:34][C:35]1[CH:40]=[CH:39][CH:38]=[CH:37][CH:36]=1.C([O-])([O-])=O.[K+].[K+], predict the reaction product. The product is: [CH2:1]([CH:11]([CH:27]1[NH:32][CH2:31][CH2:30][NH:29][CH2:28]1)[N:12]([NH:19][C:20]1[CH:25]=[CH:24][CH:23]=[CH:22][C:21]=1[CH3:26])[C:13]([CH:15]1[CH2:18][CH2:17][CH2:16]1)=[O:14])[CH2:34][C:35]1[CH:40]=[CH:39][CH:38]=[CH:37][CH:36]=1. (4) Given the reactants [F:1][C:2]([F:17])([F:16])[C:3]1[CH:8]=[C:7]([C:9]([F:12])([F:11])[F:10])[CH:6]=[CH:5][C:4]=1[C:13](=[O:15])[CH3:14].[Br:18]CC(C1C=C(Cl)C=CC=1Cl)=O, predict the reaction product. The product is: [F:1][C:2]([F:16])([F:17])[C:3]1[CH:8]=[C:7]([C:9]([F:10])([F:11])[F:12])[CH:6]=[CH:5][C:4]=1[C:13](=[O:15])[CH2:14][Br:18].